Dataset: Cav3 T-type calcium channel HTS with 100,875 compounds. Task: Binary Classification. Given a drug SMILES string, predict its activity (active/inactive) in a high-throughput screening assay against a specified biological target. The compound is o1c(CN(Cc2cccnc2)C(=O)Nc2ccc(CC)cc2)ccc1. The result is 0 (inactive).